This data is from NCI-60 drug combinations with 297,098 pairs across 59 cell lines. The task is: Regression. Given two drug SMILES strings and cell line genomic features, predict the synergy score measuring deviation from expected non-interaction effect. (1) Drug 1: CC1=CC=C(C=C1)C2=CC(=NN2C3=CC=C(C=C3)S(=O)(=O)N)C(F)(F)F. Drug 2: C1=CC=C(C=C1)NC(=O)CCCCCCC(=O)NO. Cell line: NCI-H322M. Synergy scores: CSS=-4.13, Synergy_ZIP=0.383, Synergy_Bliss=-5.23, Synergy_Loewe=-4.00, Synergy_HSA=-6.61. (2) Drug 1: CCC1=CC2CC(C3=C(CN(C2)C1)C4=CC=CC=C4N3)(C5=C(C=C6C(=C5)C78CCN9C7C(C=CC9)(C(C(C8N6C)(C(=O)OC)O)OC(=O)C)CC)OC)C(=O)OC.C(C(C(=O)O)O)(C(=O)O)O. Drug 2: C1=NC(=NC(=O)N1C2C(C(C(O2)CO)O)O)N. Cell line: HOP-62. Synergy scores: CSS=20.2, Synergy_ZIP=-6.41, Synergy_Bliss=3.67, Synergy_Loewe=-2.47, Synergy_HSA=3.21. (3) Drug 1: C1CC(CCC1OC2=C(C(=CC=C2)Cl)F)(CC3=NC(=CC=C3)NC4=NC=CS4)C(=O)O. Drug 2: C1=CC(=C(C=C1I)F)NC2=C(C=CC(=C2F)F)C(=O)NOCC(CO)O. Cell line: SK-OV-3. Synergy scores: CSS=26.9, Synergy_ZIP=4.18, Synergy_Bliss=8.69, Synergy_Loewe=9.65, Synergy_HSA=10.1. (4) Drug 1: CC1CCC2CC(C(=CC=CC=CC(CC(C(=O)C(C(C(=CC(C(=O)CC(OC(=O)C3CCCCN3C(=O)C(=O)C1(O2)O)C(C)CC4CCC(C(C4)OC)O)C)C)O)OC)C)C)C)OC. Drug 2: CC1=C2C(C(=O)C3(C(CC4C(C3C(C(C2(C)C)(CC1OC(=O)C(C(C5=CC=CC=C5)NC(=O)C6=CC=CC=C6)O)O)OC(=O)C7=CC=CC=C7)(CO4)OC(=O)C)O)C)OC(=O)C. Cell line: SK-MEL-28. Synergy scores: CSS=13.0, Synergy_ZIP=1.29, Synergy_Bliss=7.09, Synergy_Loewe=0.670, Synergy_HSA=4.11. (5) Drug 1: CC(CN1CC(=O)NC(=O)C1)N2CC(=O)NC(=O)C2. Drug 2: CC1=CC=C(C=C1)C2=CC(=NN2C3=CC=C(C=C3)S(=O)(=O)N)C(F)(F)F. Cell line: LOX IMVI. Synergy scores: CSS=22.0, Synergy_ZIP=-6.04, Synergy_Bliss=-2.18, Synergy_Loewe=-1.02, Synergy_HSA=-0.254. (6) Drug 1: C1=C(C(=O)NC(=O)N1)N(CCCl)CCCl. Drug 2: C1CN1P(=S)(N2CC2)N3CC3. Cell line: HCT-15. Synergy scores: CSS=31.3, Synergy_ZIP=-1.73, Synergy_Bliss=3.19, Synergy_Loewe=0.617, Synergy_HSA=4.36.